This data is from Full USPTO retrosynthesis dataset with 1.9M reactions from patents (1976-2016). The task is: Predict the reactants needed to synthesize the given product. The reactants are: [CH:1]1([O:6][C:7](=[O:33])[C@@H:8]([N:15]([C:26]([O:28][C:29]([CH3:32])([CH3:31])[CH3:30])=[O:27])[CH2:16][C:17]2[CH:22]=[CH:21][CH:20]=[CH:19][C:18]=2[N+:23]([O-])=O)[C:9]2[CH:14]=[CH:13][CH:12]=[CH:11][CH:10]=2)[CH2:5][CH2:4][CH2:3][CH2:2]1.C(=O)([O-])N. Given the product [CH:1]1([O:6][C:7](=[O:33])[C@@H:8]([N:15]([CH2:16][C:17]2[CH:22]=[CH:21][CH:20]=[CH:19][C:18]=2[NH2:23])[C:26]([O:28][C:29]([CH3:32])([CH3:31])[CH3:30])=[O:27])[C:9]2[CH:14]=[CH:13][CH:12]=[CH:11][CH:10]=2)[CH2:5][CH2:4][CH2:3][CH2:2]1, predict the reactants needed to synthesize it.